This data is from Full USPTO retrosynthesis dataset with 1.9M reactions from patents (1976-2016). The task is: Predict the reactants needed to synthesize the given product. (1) Given the product [CH3:1][N:2]([CH3:27])[C:3]1[CH:4]=[CH:5][C:6]([CH2:7][N:8]2[C:17](=[O:18])[C:16]3=[CH:19][CH:20]=[C:21]([OH:22])[C:14]4[C:15]3=[C:10]([CH:11]=[CH:12][N:13]=4)[C:9]2=[O:24])=[CH:25][CH:26]=1, predict the reactants needed to synthesize it. The reactants are: [CH3:1][N:2]([CH3:27])[C:3]1[CH:26]=[CH:25][C:6]([CH2:7][N:8]2[C:17](=[O:18])[C:16]3=[CH:19][CH:20]=[C:21]([O:22]C)[C:14]4[C:15]3=[C:10]([CH:11]=[CH:12][N:13]=4)[C:9]2=[O:24])=[CH:5][CH:4]=1.C(=O)([O-])[O-].[K+].[K+].C1(S)C=CC=CC=1.Cl. (2) Given the product [F:29][C:2]([F:1])([F:30])[C:3]1[CH:4]=[C:5]([CH:13]2[C:14]3([CH2:16][CH2:15]3)[NH:17][C:18](=[O:27])[O:19]2)[CH:6]=[C:7]([C:9]([F:10])([F:12])[F:11])[CH:8]=1, predict the reactants needed to synthesize it. The reactants are: [F:1][C:2]([F:30])([F:29])[C:3]1[CH:4]=[C:5]([CH:13](O)[C:14]2([NH:17][C:18](=[O:27])[O:19]CC3C=CC=CC=3)[CH2:16][CH2:15]2)[CH:6]=[C:7]([C:9]([F:12])([F:11])[F:10])[CH:8]=1.[H-].[Na+]. (3) Given the product [F:1][C:2]1[CH:3]=[CH:4][C:5]([NH2:11])=[N:6][C:7]=1[CH:8]([CH3:9])[CH3:10], predict the reactants needed to synthesize it. The reactants are: [F:1][C:2]1[CH:3]=[CH:4][C:5]([NH2:11])=[N:6][C:7]=1[C:8]([CH3:10])=[CH2:9].[H][H]. (4) The reactants are: [CH3:1][C:2]1[CH:7]=[CH:6][CH:5]=[C:4]([C:8]2[NH:9][N:10]=[C:11]([CH:13]3[CH2:18][CH2:17][NH:16][CH2:15][CH2:14]3)[N:12]=2)[N:3]=1.C(N(CC)CC)C.[CH3:26][O:27][C:28]([C:30]1[CH:31]=[N:32][N:33]2[CH:38]=[C:37]([C:39]3[C:44]([F:45])=[CH:43][CH:42]=[CH:41][C:40]=3[F:46])[C:36]([C:47]3[CH:52]=[CH:51][C:50]([CH:53]=O)=[CH:49][CH:48]=3)=[N:35][C:34]=12)=[O:29].[BH-](OC(C)=O)(OC(C)=O)OC(C)=O.[Na+]. Given the product [CH3:26][O:27][C:28]([C:30]1[CH:31]=[N:32][N:33]2[CH:38]=[C:37]([C:39]3[C:40]([F:46])=[CH:41][CH:42]=[CH:43][C:44]=3[F:45])[C:36]([C:47]3[CH:48]=[CH:49][C:50]([CH2:53][N:16]4[CH2:17][CH2:18][CH:13]([C:11]5[N:12]=[C:8]([C:4]6[CH:5]=[CH:6][CH:7]=[C:2]([CH3:1])[N:3]=6)[NH:9][N:10]=5)[CH2:14][CH2:15]4)=[CH:51][CH:52]=3)=[N:35][C:34]=12)=[O:29], predict the reactants needed to synthesize it. (5) Given the product [C:1]([O:5][C:6](=[O:39])[N:7]([CH3:8])[C@H:9]([C:11](=[O:38])[NH:12][C@@H:13]1[C:19](=[O:20])[N:18]([CH2:21][C:22]2[C:31]3[C:26](=[CH:27][CH:28]=[C:29]([C:32]4[NH:46][N:45]=[N:44][N:33]=4)[CH:30]=3)[CH:25]=[CH:24][CH:23]=2)[C:17]2[CH:34]=[CH:35][CH:36]=[CH:37][C:16]=2[CH2:15][CH2:14]1)[CH3:10])([CH3:2])([CH3:3])[CH3:4], predict the reactants needed to synthesize it. The reactants are: [C:1]([O:5][C:6](=[O:39])[N:7]([C@H:9]([C:11](=[O:38])[NH:12][C@@H:13]1[C:19](=[O:20])[N:18]([CH2:21][C:22]2[C:31]3[C:26](=[CH:27][CH:28]=[C:29]([C:32]#[N:33])[CH:30]=3)[CH:25]=[CH:24][CH:23]=2)[C:17]2[CH:34]=[CH:35][CH:36]=[CH:37][C:16]=2[CH2:15][CH2:14]1)[CH3:10])[CH3:8])([CH3:4])([CH3:3])[CH3:2].C[Si]([N:44]=[N+:45]=[N-:46])(C)C. (6) Given the product [Br:5][CH2:6][CH2:7][CH2:8][N:9]1[C:18]2[C:19]3[CH:20]=[C:21]([O:25][CH3:26])[CH:22]=[CH:23][C:24]=3[C:27](=[O:28])[C:17]=2[C:16]2[C:11](=[CH:12][C:13]([N+:30]([O-:32])=[O:31])=[CH:14][CH:15]=2)[C:10]1=[O:33], predict the reactants needed to synthesize it. The reactants are: S(Cl)(Cl)=O.[Br:5][CH2:6][CH2:7][CH2:8][N:9]1[C@@H:18]([C:19]2[CH:24]=[CH:23][CH:22]=[C:21]([O:25][CH3:26])[CH:20]=2)[C@@H:17]([C:27](O)=[O:28])[C:16]2[C:11](=[CH:12][C:13]([N+:30]([O-:32])=[O:31])=[CH:14][CH:15]=2)[C:10]1=[O:33].[Cl-].[Al+3].[Cl-].[Cl-]. (7) Given the product [Br:1][C:2]1[C:8]([O:27][C:21]2[CH:22]=[CH:23][C:24]([F:26])=[CH:25][C:20]=2[F:19])=[CH:7][CH:6]=[C:5]([N+:10]([O-:12])=[O:11])[C:3]=1[NH2:4], predict the reactants needed to synthesize it. The reactants are: [Br:1][C:2]1[C:8](F)=[CH:7][CH:6]=[C:5]([N+:10]([O-:12])=[O:11])[C:3]=1[NH2:4].C(=O)([O-])[O-].[Cs+].[Cs+].[F:19][C:20]1[CH:25]=[C:24]([F:26])[CH:23]=[CH:22][C:21]=1[OH:27]. (8) Given the product [OH:3][C@H:4]1[C@H:23]([CH2:24][CH2:25][C@@H:26]([OH:32])[CH2:27][CH2:28][CH2:29][CH2:30][CH3:31])[C@H:7]2[CH2:8][C:9]3[C:14]([CH2:15][C@H:6]2[CH2:5]1)=[C:13]([O:16][CH2:17][C:18]([OH:20])=[O:19])[CH:12]=[CH:11][CH:10]=3, predict the reactants needed to synthesize it. The reactants are: [OH-].[K+].[OH:3][C@H:4]1[C@H:23]([CH2:24][CH2:25][C@@H:26]([OH:32])[CH2:27][CH2:28][CH2:29][CH2:30][CH3:31])[C@H:7]2[CH2:8][C:9]3[C:14]([CH2:15][C@H:6]2[CH2:5]1)=[C:13]([O:16][CH2:17][C:18]([O:20]CC)=[O:19])[CH:12]=[CH:11][CH:10]=3. (9) Given the product [Cl:18][C:14]1[C:15]([F:17])=[CH:16][C:8]2[CH2:7][CH2:6][NH:5][CH2:11][CH:10]([CH3:12])[C:9]=2[CH:13]=1, predict the reactants needed to synthesize it. The reactants are: FC(F)(F)C([N:5]1[CH2:11][CH:10]([CH3:12])[C:9]2[CH:13]=[C:14]([Cl:18])[C:15]([F:17])=[CH:16][C:8]=2[CH2:7][CH2:6]1)=O.[OH-].[Na+]. (10) Given the product [C:26]([O:25][C:23](=[O:24])[NH:22][C@H:19]1[CH2:18][CH2:17][C@@H:16]([N:13]([C:12]2[CH:11]=[CH:10][CH:9]=[C:5]([C:6](=[O:8])[NH:65][CH2:64][C:56]3[C:57]([O:62][CH3:63])=[N:58][C:59]([CH3:61])=[CH:60][C:55]=3[CH2:51][CH2:52][CH:53]=[CH2:54])[C:4]=2[CH2:1][CH:2]=[CH2:3])[CH2:14][CH3:15])[CH2:21][CH2:20]1)([CH3:29])([CH3:27])[CH3:28], predict the reactants needed to synthesize it. The reactants are: [CH2:1]([C:4]1[C:12]([N:13]([C@H:16]2[CH2:21][CH2:20][C@@H:19]([NH:22][C:23]([O:25][C:26]([CH3:29])([CH3:28])[CH3:27])=[O:24])[CH2:18][CH2:17]2)[CH2:14][CH3:15])=[CH:11][CH:10]=[CH:9][C:5]=1[C:6]([OH:8])=O)[CH:2]=[CH2:3].C1C=CC2N(O)N=NC=2C=1.C(Cl)CCl.CN1CCOCC1.[CH2:51]([C:55]1[CH:60]=[C:59]([CH3:61])[N:58]=[C:57]([O:62][CH3:63])[C:56]=1[CH2:64][NH2:65])[CH2:52][CH:53]=[CH2:54].